From a dataset of Peptide-MHC class I binding affinity with 185,985 pairs from IEDB/IMGT. Regression. Given a peptide amino acid sequence and an MHC pseudo amino acid sequence, predict their binding affinity value. This is MHC class I binding data. (1) The peptide sequence is DIYKGVYQFK. The MHC is H-2-Db with pseudo-sequence H-2-Db. The binding affinity (normalized) is 0. (2) The peptide sequence is AGRHRILDIYL. The MHC is HLA-B27:05 with pseudo-sequence HLA-B27:05. The binding affinity (normalized) is 0.379. (3) The peptide sequence is AVTLNRIKIA. The MHC is HLA-A68:02 with pseudo-sequence HLA-A68:02. The binding affinity (normalized) is 0.140. (4) The peptide sequence is ILLTAVAPSM. The MHC is HLA-B08:01 with pseudo-sequence HLA-B08:01. The binding affinity (normalized) is 0.161. (5) The peptide sequence is GLHCDFACLM. The MHC is HLA-A02:01 with pseudo-sequence HLA-A02:01. The binding affinity (normalized) is 0.266.